Dataset: Catalyst prediction with 721,799 reactions and 888 catalyst types from USPTO. Task: Predict which catalyst facilitates the given reaction. (1) Reactant: S(Cl)(Cl)=O.[I:5][C:6]1[C:14]([CH3:15])=[CH:13][CH:12]=[CH:11][C:7]=1[C:8](O)=[O:9].[BH4-].[Na+].[H-].[H-].[H-].[H-].[Li+].[Al+3]. Product: [I:5][C:6]1[C:14]([CH3:15])=[CH:13][CH:12]=[CH:11][C:7]=1[CH2:8][OH:9]. The catalyst class is: 2. (2) Reactant: [C:1](=[O:81])([O:32][C@H:33]([C:67]1[CH:72]=[C:71]([C:73]([F:76])([F:75])[F:74])[CH:70]=[C:69]([C:77]([F:80])([F:79])[F:78])[CH:68]=1)[C@@H:34]([N:36]([C:60]([O:62][C:63]([CH3:66])([CH3:65])[CH3:64])=[O:61])[CH2:37][C:38]1[CH:43]=[C:42]([C:44]([F:47])([F:46])[F:45])[CH:41]=[CH:40][C:39]=1[C:48]1[CH:53]=[C:52]([CH:54]([CH3:56])[CH3:55])[C:51]([F:57])=[CH:50][C:49]=1[O:58][CH3:59])[CH3:35])[O:2][C:3]1[CH:8]=[CH:7][C:6]([CH2:9][CH2:10][O:11][P:12]([O:22]CC2C=CC=CC=2)([O:14]CC2C=CC=CC=2)=[O:13])=[CH:5][C:4]=1[O:30][CH3:31]. Product: [C:1](=[O:81])([O:2][C:3]1[CH:8]=[CH:7][C:6]([CH2:9][CH2:10][O:11][P:12]([OH:14])([OH:22])=[O:13])=[CH:5][C:4]=1[O:30][CH3:31])[O:32][C@H:33]([C:67]1[CH:72]=[C:71]([C:73]([F:76])([F:75])[F:74])[CH:70]=[C:69]([C:77]([F:78])([F:79])[F:80])[CH:68]=1)[C@@H:34]([N:36]([C:60]([O:62][C:63]([CH3:64])([CH3:65])[CH3:66])=[O:61])[CH2:37][C:38]1[CH:43]=[C:42]([C:44]([F:47])([F:46])[F:45])[CH:41]=[CH:40][C:39]=1[C:48]1[CH:53]=[C:52]([CH:54]([CH3:55])[CH3:56])[C:51]([F:57])=[CH:50][C:49]=1[O:58][CH3:59])[CH3:35]. The catalyst class is: 63.